Dataset: Reaction yield outcomes from USPTO patents with 853,638 reactions. Task: Predict the reaction yield, written as a fraction of the theoretical maximum amount of product (1.0 means a 100% yield; for example, 0.34 means a 34% yield). The reactants are [Cl:1][C:2]1[CH:15]=[C:14]([C:16]2([CH3:21])[O:20][CH2:19][CH2:18][O:17]2)[C:5]([O:6][CH:7]([CH3:13])[C:8]([O:10][CH2:11][CH3:12])=[O:9])=[C:4]([CH:22]=C)[C:3]=1[F:24].[O:25]=[O+][O-]. The catalyst is C(Cl)Cl. The product is [Cl:1][C:2]1[CH:15]=[C:14]([C:16]2([CH3:21])[O:20][CH2:19][CH2:18][O:17]2)[C:5]([O:6][CH:7]([CH3:13])[C:8]([O:10][CH2:11][CH3:12])=[O:9])=[C:4]([CH:22]=[O:25])[C:3]=1[F:24]. The yield is 0.980.